From a dataset of Peptide-MHC class II binding affinity with 134,281 pairs from IEDB. Regression. Given a peptide amino acid sequence and an MHC pseudo amino acid sequence, predict their binding affinity value. This is MHC class II binding data. (1) The peptide sequence is NSLILLECFVRSSPA. The MHC is H-2-IAb with pseudo-sequence H-2-IAb. The binding affinity (normalized) is 0.196. (2) The peptide sequence is ETAYFILKLAGRWPVKVI. The MHC is HLA-DQA10501-DQB10201 with pseudo-sequence HLA-DQA10501-DQB10201. The binding affinity (normalized) is 0. (3) The peptide sequence is INEPTTAAIAYGLDR. The MHC is HLA-DQA10102-DQB10602 with pseudo-sequence HLA-DQA10102-DQB10602. The binding affinity (normalized) is 0.772. (4) The peptide sequence is FTRGKLMSSLHLKRY. The MHC is DRB1_1101 with pseudo-sequence DRB1_1101. The binding affinity (normalized) is 0.594. (5) The peptide sequence is KGNFQRLAITKGKVD. The MHC is DRB1_0901 with pseudo-sequence DRB1_0901. The binding affinity (normalized) is 0.586. (6) The peptide sequence is TESTFKNISCTFKFGEE. The MHC is DRB1_0401 with pseudo-sequence DRB1_0401. The binding affinity (normalized) is 0.384. (7) The peptide sequence is SKIMKLPKLPISNGK. The MHC is DRB1_1501 with pseudo-sequence DRB1_1501. The binding affinity (normalized) is 0.244. (8) The peptide sequence is KSTNGLRIKSYEDAK. The MHC is HLA-DPA10201-DPB11401 with pseudo-sequence HLA-DPA10201-DPB11401. The binding affinity (normalized) is 0.362. (9) The peptide sequence is AFKVAATAANAAPAE. The MHC is DRB1_0401 with pseudo-sequence DRB1_0401. The binding affinity (normalized) is 0.177. (10) The peptide sequence is IYHKCDNACIGSIRN. The MHC is DRB1_1501 with pseudo-sequence DRB1_1501. The binding affinity (normalized) is 0.240.